From a dataset of Forward reaction prediction with 1.9M reactions from USPTO patents (1976-2016). Predict the product of the given reaction. The product is: [C:1]([O:5][C:6](=[O:7])[NH:8][C@@H:9]([C:10](=[O:12])[N:32]([O:33][CH3:34])[CH3:31])[CH2:13][C:14]1[C:22]2[C:17](=[CH:18][CH:19]=[CH:20][CH:21]=2)[NH:16][CH:15]=1)([CH3:2])([CH3:3])[CH3:4]. Given the reactants [C:1]([O:5][C:6]([NH:8][C@H:9]([CH2:13][C:14]1[C:22]2[C:17](=[CH:18][CH:19]=[CH:20][CH:21]=2)[NH:16][CH:15]=1)[C:10]([OH:12])=O)=[O:7])([CH3:4])([CH3:3])[CH3:2].CN1CCOCC1.Cl.[CH3:31][NH:32][O:33][CH3:34], predict the reaction product.